This data is from Reaction yield outcomes from USPTO patents with 853,638 reactions. The task is: Predict the reaction yield, written as a fraction of the theoretical maximum amount of product (1.0 means a 100% yield; for example, 0.34 means a 34% yield). (1) The reactants are C(OC([N:8]1[CH2:17][CH2:16][C:15]2[C:11](=[CH:12][N:13]([C:18]3[C:27]4[C:22](=[CH:23][CH:24]=[C:25]([O:28][CH3:29])[N:26]=4)[N:21]=[CH:20][CH:19]=3)[N:14]=2)[CH2:10][CH2:9]1)=O)(C)(C)C.C(OC(N1CCC(=O)C(=CO)CC1)=O)(C)(C)C.C1(C)C=CC(S(O)(=O)=O)=CC=1. The catalyst is C1COCC1.C(Cl)Cl.[OH-].[Na+]. The product is [CH3:29][O:28][C:25]1[N:26]=[C:27]2[C:22](=[CH:23][CH:24]=1)[N:21]=[CH:20][CH:19]=[C:18]2[N:13]1[CH:12]=[C:11]2[C:15]([CH2:16][CH2:17][NH:8][CH2:9][CH2:10]2)=[N:14]1. The yield is 0.650. (2) The reactants are Cl[C:2]1[CH:7]=[CH:6][C:5]([S:8]([OH:11])(=[O:10])=[O:9])=[CH:4][CH:3]=1.[CH3:12]B(O)O.C([O-])([O-])=O.[K+].[K+]. The catalyst is CC([O-])=O.CC([O-])=O.[Pd+2].C1(P(C2CCCCC2)C2C=CC=CC=2C2C(OC)=CC=C(S([O-])(=O)=O)C=2OC)CCCCC1.[Na+].O. The product is [OH2:9].[C:2]1([CH3:12])[CH:7]=[CH:6][C:5]([S:8]([OH:11])(=[O:10])=[O:9])=[CH:4][CH:3]=1. The yield is 0.990. (3) The reactants are [N:1]1([C:7]2[CH:13]=[CH:12][CH:11]=[CH:10][C:8]=2[NH2:9])[CH2:6][CH2:5][O:4][CH2:3][CH2:2]1.[N:14]([O-])=O.[Na+].C([O-])(=O)C.[Na+].[C:23]([CH2:26][C:27](=[O:29])[CH3:28])(=[O:25])[CH3:24]. The catalyst is C(O)(=O)C.Cl.O.C(O)C. The product is [N:1]1([C:7]2[CH:13]=[CH:12][CH:11]=[CH:10][C:8]=2[NH:9][N:14]=[C:26]([C:27](=[O:29])[CH3:28])[C:23](=[O:25])[CH3:24])[CH2:2][CH2:3][O:4][CH2:5][CH2:6]1. The yield is 0.620. (4) The reactants are Cl.Cl.[C:3]([C:7]1[CH:12]=[CH:11][CH:10]=[CH:9][C:8]=1[N:13]1[CH2:18][CH2:17][NH:16][CH2:15][CH2:14]1)([CH3:6])([CH3:5])[CH3:4].[CH:19]([C:21]1[C:22]([CH3:32])=[N:23][N:24]([CH3:31])[C:25]=1[S:26][CH2:27][C:28](O)=[O:29])=[O:20].Cl.C(N=C=NCCCN(C)C)C.O.ON1C2C=CC=CC=2N=N1. The catalyst is O.CN(C)C=O.C(N(CC)CC)C. The product is [C:3]([C:7]1[CH:12]=[CH:11][CH:10]=[CH:9][C:8]=1[N:13]1[CH2:18][CH2:17][N:16]([C:28](=[O:29])[CH2:27][S:26][C:25]2[N:24]([CH3:31])[N:23]=[C:22]([CH3:32])[C:21]=2[CH:19]=[O:20])[CH2:15][CH2:14]1)([CH3:6])([CH3:4])[CH3:5]. The yield is 0.640. (5) The reactants are Cl[C:2]1[N:11]=[C:10]([NH:12][C:13]2[CH:17]=[C:16]([CH3:18])[NH:15][N:14]=2)[C:9]2[C:4](=[CH:5][CH:6]=[CH:7][CH:8]=2)[N:3]=1.[C:19]1([CH3:28])[CH:24]=[CH:23][CH:22]=[C:21](B(O)O)[CH:20]=1.C([O-])([O-])=O.[Na+].[Na+].C(P(C(C)(C)C)C(C)(C)C)(C)(C)C. The catalyst is CN(C=O)C.Cl[Pd]Cl.O. The yield is 0.750. The product is [CH3:28][C:19]1[CH:20]=[C:21]([C:2]2[N:11]=[C:10]([NH:12][C:13]3[NH:14][N:15]=[C:16]([CH3:18])[CH:17]=3)[C:9]3[C:4](=[CH:5][CH:6]=[CH:7][CH:8]=3)[N:3]=2)[CH:22]=[CH:23][CH:24]=1. (6) The reactants are [F:1][C:2]1[C:3]([NH:26][C:27]2[CH:32]=[CH:31][C:30]([I:33])=[CH:29][C:28]=2[F:34])=[C:4]([CH:12]=[C:13](/[CH:16]=[N:17]/[O:18][CH2:19][CH2:20][NH:21][C:22](=[O:25])[CH2:23][CH3:24])[C:14]=1[F:15])[C:5]([NH:7][O:8][CH2:9][CH2:10][OH:11])=[O:6].ClC(Cl)C(O)=O.O.C(=O)(O)[O-].[Na+]. The catalyst is C(Cl)Cl. The product is [F:1][C:2]1[C:3]([NH:26][C:27]2[CH:32]=[CH:31][C:30]([I:33])=[CH:29][C:28]=2[F:34])=[C:4]([CH:12]=[C:13]([CH2:16][NH:17][O:18][CH2:19][CH2:20][NH:21][C:22](=[O:25])[CH2:23][CH3:24])[C:14]=1[F:15])[C:5]([NH:7][O:8][CH2:9][CH2:10][OH:11])=[O:6]. The yield is 0.710. (7) The catalyst is C(O)=O. The product is [Br:11][C:8]1[CH:9]=[CH:10][C:5]([C:3]2[N:15]=[CH:12][O:14][CH:2]=2)=[CH:6][CH:7]=1. The yield is 0.260. The reactants are Br[CH2:2][C:3]([C:5]1[CH:10]=[CH:9][C:8]([Br:11])=[CH:7][CH:6]=1)=O.[CH:12]([O-:14])=O.[NH4+:15].[OH-].[Na+]. (8) The reactants are [CH:1]1[C:14]2[C:5](=[CH:6][C:7]3[C:12]([C:13]=2[NH:15][C@H:16]([C:18]([OH:20])=[O:19])[CH3:17])=[CH:11][CH:10]=[CH:9][CH:8]=3)[CH:4]=[CH:3][CH:2]=1.S(Cl)(Cl)=O.[CH3:25]O. The product is [CH3:25][O:19][C:18](=[O:20])[C@H:16]([CH3:17])[NH:15][C:13]1[C:12]2[C:7]([CH:6]=[C:5]3[C:14]=1[CH:1]=[CH:2][CH:3]=[CH:4]3)=[CH:8][CH:9]=[CH:10][CH:11]=2. No catalyst specified. The yield is 0.680.